Task: Regression. Given a target protein amino acid sequence and a drug SMILES string, predict the binding affinity score between them. We predict pIC50 (pIC50 = -log10(IC50 in M); higher means more potent). Dataset: bindingdb_ic50.. Dataset: Drug-target binding data from BindingDB using IC50 measurements The drug is CCc1sc(C(=O)Nc2ccccc2N2CCOCC2)cc1C. The target protein (O88943) has sequence MVQKSRNGGVYPGTSGEKKLKVGFVGLDPGAPDSTRDGALLIAGSEAPKRGSVLSKPRTGGAGAGKPPKRNAFYRKLQNFLYNVLERPRGWAFIYHAYVFLLVFSCLVLSVFSTIKEYEKSSEGALYILEIVTIVVFGVEYFVRIWAAGCCCRYRGWRGRLKFARKPFCVIDIMVLIASIAVLAAGSQGNVFATSALRSLRFLQILRMIRMDRRGGTWKLLGSVVYAHSKELVTAWYIGFLCLILASFLVYLAEKGENDHFDTYADALWWGLITLTTIGYGDKYPQTWNGRLLAATFTLIGVSFFALPAGILGSGFALKVQEQHRQKHFEKRRNPAAGLIQSAWRFYATNLSRTDLHSTWQYYERTVTVPMISSQTQTYGASRLIPPLNQLEMLRNLKSKSGLTFRKEPQPEPSPSQKVSLKDRVFSSPRGVAAKGKGSPQAQTVRRSPSADQSLDDSPSKVPKSWSFGDRSRARQAFRIKGAASRQNSEEASLPGEDIV.... The pIC50 is 5.2.